Dataset: Reaction yield outcomes from USPTO patents with 853,638 reactions. Task: Predict the reaction yield, written as a fraction of the theoretical maximum amount of product (1.0 means a 100% yield; for example, 0.34 means a 34% yield). The reactants are C([O:3][C:4]([C:6]1[C:7]([C:12]2[CH:17]=[CH:16][C:15]([F:18])=[CH:14][C:13]=2[F:19])=[N:8][O:9][C:10]=1[CH3:11])=O)C.C(OC(C1C(C2C=CC=CC=2F)=NOC=1C)=O)C. No catalyst specified. The product is [F:19][C:13]1[CH:14]=[C:15]([F:18])[CH:16]=[CH:17][C:12]=1[C:7]1[C:6]([CH2:4][OH:3])=[C:10]([CH3:11])[O:9][N:8]=1. The yield is 0.390.